This data is from Reaction yield outcomes from USPTO patents with 853,638 reactions. The task is: Predict the reaction yield, written as a fraction of the theoretical maximum amount of product (1.0 means a 100% yield; for example, 0.34 means a 34% yield). (1) The reactants are C(OC([N:11]1[CH2:16][CH2:15][CH:14]([C:17](=[O:39])[NH:18][C:19]2[CH:24]=[C:23]([C:25]3[CH:30]=[CH:29][CH:28]=[CH:27][C:26]=3[O:31][CH2:32][C:33]3[CH:38]=[CH:37][CH:36]=[CH:35][CH:34]=3)[N:22]=[CH:21][N:20]=2)[CH2:13][CH2:12]1)=O)C1C=CC=CC=1. The catalyst is Br.C(O)(=O)C. The product is [CH2:32]([O:31][C:26]1[CH:27]=[CH:28][CH:29]=[CH:30][C:25]=1[C:23]1[N:22]=[CH:21][N:20]=[C:19]([NH:18][C:17]([CH:14]2[CH2:15][CH2:16][NH:11][CH2:12][CH2:13]2)=[O:39])[CH:24]=1)[C:33]1[CH:34]=[CH:35][CH:36]=[CH:37][CH:38]=1. The yield is 0.0700. (2) The reactants are C(Cl)(=O)C(Cl)=O.CS(C)=O.[Cl:11][C:12]1[C:20]2[C:15](=[CH:16][N:17]=[C:18]([CH2:21][OH:22])[CH:19]=2)[O:14][CH:13]=1.CCN(CC)CC. The catalyst is C1COCC1.C(Cl)Cl. The product is [Cl:11][C:12]1[C:20]2[C:15](=[CH:16][N:17]=[C:18]([CH:21]=[O:22])[CH:19]=2)[O:14][CH:13]=1. The yield is 0.770. (3) The reactants are [CH:1]1([C:4]2[C:5]([NH:21][C@@H:22]3[C:30]4[C:25](=[CH:26][CH:27]=[CH:28][CH:29]=4)[CH2:24][C@H:23]3[NH2:31])=[N:6][C:7]([CH:18]3[CH2:20][CH2:19]3)=[C:8]([C:10]3[CH:15]=[CH:14][C:13]([Cl:16])=[CH:12][C:11]=3[Cl:17])[N:9]=2)[CH2:3][CH2:2]1.[CH3:32][O:33][CH2:34][CH:35]=O.[BH3-]C#N.[Na+]. The catalyst is CO.C(O)(=O)C.C([O-])(O)=O.[Na+]. The product is [CH:1]1([C:4]2[C:5]([NH:21][C@@H:22]3[C:30]4[C:25](=[CH:26][CH:27]=[CH:28][CH:29]=4)[CH2:24][C@H:23]3[NH:31][CH2:35][CH2:34][O:33][CH3:32])=[N:6][C:7]([CH:18]3[CH2:19][CH2:20]3)=[C:8]([C:10]3[CH:15]=[CH:14][C:13]([Cl:16])=[CH:12][C:11]=3[Cl:17])[N:9]=2)[CH2:2][CH2:3]1. The yield is 0.200. (4) The reactants are [Cl:1][C:2]1[CH:3]=[CH:4][C:5]([O:28][CH2:29][CH:30]([CH3:32])[CH3:31])=[C:6]([CH2:8][N:9]2[C:13]([CH3:14])=[CH:12][C:11]([C:15]([NH:17][C:18]3[CH:23]=[CH:22][C:21]([CH:24]=O)=[CH:20][C:19]=3[O:26][CH3:27])=[O:16])=[N:10]2)[CH:7]=1.[CH3:33][NH2:34].C(O[BH-](OC(=O)C)OC(=O)C)(=O)C.[Na+].C(OCC)(=O)C. The product is [ClH:1].[Cl:1][C:2]1[CH:3]=[CH:4][C:5]([O:28][CH2:29][CH:30]([CH3:32])[CH3:31])=[C:6]([CH2:8][N:9]2[C:13]([CH3:14])=[CH:12][C:11]([C:15]([NH:17][C:18]3[CH:23]=[CH:22][C:21]([CH2:24][NH:34][CH3:33])=[CH:20][C:19]=3[O:26][CH3:27])=[O:16])=[N:10]2)[CH:7]=1. The catalyst is O1CCCC1.C(O)C.[Cl-].[Na+].O. The yield is 0.190.